From a dataset of Reaction yield outcomes from USPTO patents with 853,638 reactions. Predict the reaction yield, written as a fraction of the theoretical maximum amount of product (1.0 means a 100% yield; for example, 0.34 means a 34% yield). (1) The reactants are [CH2:1]([O:3][CH2:4][C:5](=O)[CH2:6][C:7]#[N:8])[CH3:2].Cl.[CH:11]([NH:14][NH2:15])([CH3:13])[CH3:12].Cl. The catalyst is C(O)C. The product is [CH2:1]([O:3][CH2:4][C:5]1[CH:6]=[C:7]([NH2:8])[N:14]([CH:11]([CH3:13])[CH3:12])[N:15]=1)[CH3:2]. The yield is 0.656. (2) The reactants are CC1C=CC=CC=1B(O)O.N[C:12]1[N:21]=[CH:20][C:19]2[C:14](=[CH:15][C:16]([O:29][CH3:30])=[C:17]([C:22]3[CH:27]=[CH:26][CH:25]=[CH:24][C:23]=3[CH3:28])[CH:18]=2)[N:13]=1.[I:31]I.[I-].[Cs+].N(OCCC(C)C)=O. The catalyst is COCCOC.[Cu](I)I. The product is [I:31][C:12]1[N:21]=[CH:20][C:19]2[C:14](=[CH:15][C:16]([O:29][CH3:30])=[C:17]([C:22]3[CH:27]=[CH:26][CH:25]=[CH:24][C:23]=3[CH3:28])[CH:18]=2)[N:13]=1. The yield is 0.930. (3) The reactants are [CH3:1][O:2][CH2:3][CH2:4][O:5][C:6]1[CH:17]=[CH:16][C:9]2[N:10]=[C:11](N)[N:12]=[N+:13]([O-:14])[C:8]=2[CH:7]=1.N([O-])=[O:19].[Na+]. The catalyst is Cl.O. The product is [OH:19][C:11]1[N:12]=[N+:13]([O-:14])[C:8]2[CH:7]=[C:6]([O:5][CH2:4][CH2:3][O:2][CH3:1])[CH:17]=[CH:16][C:9]=2[N:10]=1. The yield is 0.680. (4) The reactants are [F-:1].[K+].[C:3]([C:25]([F:27])=[O:26])([C:6]([C:9]([C:12]([C:15]([C:18]([C:21]([F:24])([F:23])[F:22])([F:20])[F:19])([F:17])[F:16])([F:14])[F:13])([F:11])[F:10])([F:8])[F:7])([F:5])[F:4].S(OC)(O[CH3:32])(=O)=O. The catalyst is CN(C)C=O. The product is [C:25]([O:26][CH3:32])([C:3]([C:6]([C:9]([C:12]([C:15]([C:18]([C:21]([F:22])([F:23])[F:24])([F:19])[F:20])([F:17])[F:16])([F:14])[F:13])([F:11])[F:10])([F:8])[F:7])([F:5])[F:4])([F:27])[F:1]. The yield is 0.997. (5) The reactants are [C:1]([O:5][C:6]([NH:8][CH2:9][C:10]1[C:11]([CH2:32][CH:33]([CH3:35])[CH3:34])=[N:12][C:13]2[C:18]([C:19]=1[C:20]1[CH:25]=[CH:24][C:23]([CH3:26])=[CH:22][CH:21]=1)=[CH:17][C:16]([CH2:27][CH2:28]C(O)=O)=[CH:15][CH:14]=2)=[O:7])([CH3:4])([CH3:3])[CH3:2].[C:44]1(P(N=[N+]=[N-])([C:44]2[CH:49]=[CH:48][CH:47]=[CH:46][CH:45]=2)=O)[CH:49]=[CH:48][CH:47]=[CH:46][CH:45]=1.C([N:55]([CH2:58]C)CC)C.CN(C)[CH:62]=[O:63].[OH2:65]. No catalyst specified. The product is [C:1]([O:5][C:6]([NH:8][CH2:9][C:10]1[C:11]([CH2:32][CH:33]([CH3:34])[CH3:35])=[N:12][C:13]2[C:18]([C:19]=1[C:20]1[CH:21]=[CH:22][C:23]([CH3:26])=[CH:24][CH:25]=1)=[CH:17][C:16]([CH2:27][CH2:28][NH:55][C:58](=[O:65])[O:63][CH2:62][C:44]1[CH:45]=[CH:46][CH:47]=[CH:48][CH:49]=1)=[CH:15][CH:14]=2)=[O:7])([CH3:3])([CH3:2])[CH3:4]. The yield is 0.350. (6) The reactants are [CH3:1][O:2][C:3]1[CH:8]=[CH:7][C:6]([NH:9][C:10]2[CH:15]=[CH:14][C:13]([O:16][CH3:17])=[CH:12][CH:11]=2)=[CH:5][CH:4]=1.[F:18][C:19]1[CH:27]=[CH:26][C:22]([C:23](Cl)=[O:24])=[C:21]([C:28]([F:31])([F:30])[F:29])[CH:20]=1.N1C=CC=CC=1. The catalyst is C1COCC1. The product is [F:18][C:19]1[CH:27]=[CH:26][C:22]([C:23]([N:9]([C:6]2[CH:5]=[CH:4][C:3]([O:2][CH3:1])=[CH:8][CH:7]=2)[C:10]2[CH:15]=[CH:14][C:13]([O:16][CH3:17])=[CH:12][CH:11]=2)=[O:24])=[C:21]([C:28]([F:29])([F:30])[F:31])[CH:20]=1. The yield is 0.842. (7) The reactants are [Br:1][C:2]1[C:3]([CH3:9])=[C:4]([NH2:8])[CH:5]=[N:6][CH:7]=1.O1CCCC1.C[Mg]Br.[O:18]1[CH2:23][CH2:22][CH:21]([C:24](OC)=[O:25])[CH2:20][CH2:19]1. The catalyst is C1(C)C=CC=CC=1.ClCCl. The yield is 0.260. The product is [Br:1][C:2]1[C:3]([CH3:9])=[C:4]([NH:8][C:24]([CH:21]2[CH2:22][CH2:23][O:18][CH2:19][CH2:20]2)=[O:25])[CH:5]=[N:6][CH:7]=1.